Dataset: Forward reaction prediction with 1.9M reactions from USPTO patents (1976-2016). Task: Predict the product of the given reaction. (1) Given the reactants [Cl:1][C:2]1[CH:9]=[C:8]([N:10]2[C:14]([CH3:15])=[C:13]([CH:16]=[O:17])[C:12]([CH3:18])=[N:11]2)[CH:7]=[CH:6][C:3]=1[C:4]#[N:5].[F:19][C:20]1[CH:25]=[CH:24][C:23]([Mg]Br)=[CH:22][CH:21]=1, predict the reaction product. The product is: [Cl:1][C:2]1[CH:9]=[C:8]([N:10]2[C:14]([CH3:15])=[C:13]([CH:16]([C:23]3[CH:24]=[CH:25][C:20]([F:19])=[CH:21][CH:22]=3)[OH:17])[C:12]([CH3:18])=[N:11]2)[CH:7]=[CH:6][C:3]=1[C:4]#[N:5]. (2) Given the reactants [CH2:1]([O:3][C:4]([C:6]1([NH:16][C:17](=[O:36])[C:18]2[CH:23]=[CH:22][C:21]([O:24][CH3:25])=[C:20]([O:26][CH2:27][CH2:28][C:29]3[CH:30]=[C:31]([CH3:35])[CH:32]=[CH:33][CH:34]=3)[CH:19]=2)[CH2:14][C:13]2[C:8](=[CH:9][CH:10]=[C:11](Br)[CH:12]=2)[CH2:7]1)=[O:5])[CH3:2].COC(C)(C)C.[CH3:43][N:44](C=O)C, predict the reaction product. The product is: [CH2:1]([O:3][C:4]([C:6]1([NH:16][C:17](=[O:36])[C:18]2[CH:23]=[CH:22][C:21]([O:24][CH3:25])=[C:20]([O:26][CH2:27][CH2:28][C:29]3[CH:30]=[C:31]([CH3:35])[CH:32]=[CH:33][CH:34]=3)[CH:19]=2)[CH2:14][C:13]2[C:8](=[CH:9][CH:10]=[C:11]([C:43]#[N:44])[CH:12]=2)[CH2:7]1)=[O:5])[CH3:2]. (3) Given the reactants [NH2:1][CH2:2][CH2:3][CH2:4][C@:5]([C@@H:21]1[CH2:26][CH2:25][CH2:24][N:23]([C:27]([O:29][C:30]([CH3:33])([CH3:32])[CH3:31])=[O:28])[CH2:22]1)([C:7]1[CH:12]=[CH:11][CH:10]=[C:9]([Cl:13])[C:8]=1[C:14]1[CH:19]=[CH:18][CH:17]=[C:16]([CH3:20])[CH:15]=1)[OH:6].CCN(CC)CC.Cl[C:42]([O:44][CH3:45])=[O:43], predict the reaction product. The product is: [Cl:13][C:9]1[C:8]([C:14]2[CH:19]=[CH:18][CH:17]=[C:16]([CH3:20])[CH:15]=2)=[C:7]([C@:5]([C@@H:21]2[CH2:26][CH2:25][CH2:24][N:23]([C:27]([O:29][C:30]([CH3:33])([CH3:32])[CH3:31])=[O:28])[CH2:22]2)([OH:6])[CH2:4][CH2:3][CH2:2][NH:1][C:42]([O:44][CH3:45])=[O:43])[CH:12]=[CH:11][CH:10]=1. (4) Given the reactants [F:1][C:2]1[CH:3]=[N:4][C:5]([N:8]2[CH2:16][C@@H:15]3[C@@:10]([C:26]4[S:27][CH:28]=[CH:29][CH:30]=4)([N:11]=[C:12]([NH:17]C(=O)C4C=CC=CC=4)[S:13][CH2:14]3)[CH2:9]2)=[N:6][CH:7]=1.N1C=CC=CC=1.Cl.CON, predict the reaction product. The product is: [F:1][C:2]1[CH:7]=[N:6][C:5]([N:8]2[CH2:16][C@@H:15]3[C@@:10]([C:26]4[S:27][CH:28]=[CH:29][CH:30]=4)([N:11]=[C:12]([NH2:17])[S:13][CH2:14]3)[CH2:9]2)=[N:4][CH:3]=1. (5) The product is: [NH:38]1[C:39]2[C:35](=[C:34]([NH:33][C:31]([NH:13][C@H:10]3[CH2:11][CH2:12][C@@H:8]([C:5]4[S:6][CH:7]=[C:3]([CH3:2])[N:4]=4)[CH2:9]3)=[O:30])[CH:42]=[CH:41][CH:40]=2)[CH:36]=[N:37]1. Given the reactants Cl.[CH3:2][C:3]1[N:4]=[C:5]([C@@H:8]2[CH2:12][CH2:11][C@H:10]([NH2:13])[CH2:9]2)[S:6][CH:7]=1.C(N(C(C)C)CC)(C)C.O=C1CCC(=O)N1[O:30][C:31]([NH:33][C:34]1[CH:42]=[CH:41][CH:40]=[C:39]2[C:35]=1[CH:36]=[N:37][N:38]2C(OC)=O)=O.[OH-].[Na+], predict the reaction product. (6) The product is: [Br:24][CH2:12][C:5]1[N:6]([CH3:11])[C:7]2[C:3]([C:4]=1[C:13]([O:15][CH3:16])=[O:14])=[C:2]([Cl:1])[CH:10]=[CH:9][CH:8]=2. Given the reactants [Cl:1][C:2]1[CH:10]=[CH:9][CH:8]=[C:7]2[C:3]=1[C:4]([C:13]([O:15][CH3:16])=[O:14])=[C:5]([CH3:12])[N:6]2[CH3:11].C1C(=O)N([Br:24])C(=O)C1.C(OOC(=O)C1C=CC=CC=1)(=O)C1C=CC=CC=1, predict the reaction product. (7) Given the reactants [CH2:1]([N:3]1[C:7]([N:8]2[CH2:14][CH2:13][CH2:12][C@H:11]([NH:15][C:16](=[O:21])[C:17]([F:20])([F:19])[F:18])[CH2:10][CH2:9]2)=[C:6]([N+:22]([O-])=O)[CH:5]=[N:4]1)[CH3:2].[C:25]([O:29][C:30]([NH:32][C:33]1[S:37][C:36]([C:38]2[C:43]([F:44])=[CH:42][CH:41]=[CH:40][C:39]=2[F:45])=[N:35][C:34]=1[C:46](O)=[O:47])=[O:31])([CH3:28])([CH3:27])[CH3:26], predict the reaction product. The product is: [F:45][C:39]1[CH:40]=[CH:41][CH:42]=[C:43]([F:44])[C:38]=1[C:36]1[S:37][C:33]([NH:32][C:30](=[O:31])[O:29][C:25]([CH3:27])([CH3:26])[CH3:28])=[C:34]([C:46](=[O:47])[NH:22][C:6]2[CH:5]=[N:4][N:3]([CH2:1][CH3:2])[C:7]=2[N:8]2[CH2:14][CH2:13][CH2:12][C@H:11]([NH:15][C:16](=[O:21])[C:17]([F:20])([F:19])[F:18])[CH2:10][CH2:9]2)[N:35]=1.